This data is from Catalyst prediction with 721,799 reactions and 888 catalyst types from USPTO. The task is: Predict which catalyst facilitates the given reaction. (1) Reactant: [C:1]([C:5]1[N:9]([CH2:10][CH2:11][C:12]2[CH:17]=[CH:16][C:15]([F:18])=[CH:14][CH:13]=2)[C:8]([CH3:19])=[C:7]([C:20](O)=[O:21])[CH:6]=1)([CH3:4])([CH3:3])[CH3:2].Cl.C(N=C=NCCCN(C)C)C.ON1C2C=CC=CC=2N=N1.[CH3:45][N:46]([CH3:50])[CH2:47][CH2:48][NH2:49]. Product: [C:1]([C:5]1[N:9]([CH2:10][CH2:11][C:12]2[CH:17]=[CH:16][C:15]([F:18])=[CH:14][CH:13]=2)[C:8]([CH3:19])=[C:7]([C:20]([NH:49][CH2:48][CH2:47][N:46]([CH3:50])[CH3:45])=[O:21])[CH:6]=1)([CH3:4])([CH3:3])[CH3:2]. The catalyst class is: 9. (2) Reactant: ClC(OCC)=O.[CH3:7][O:8][CH2:9][CH2:10][O:11][CH2:12][O:13][C:14]1[CH:19]=[CH:18][C:17]([C@@H:20]2[CH2:22][C@H:21]2[C:23]([OH:25])=O)=[CH:16][CH:15]=1.[N-:26]=[N+:27]=[N-:28].[Na+]. Product: [CH3:7][O:8][CH2:9][CH2:10][O:11][CH2:12][O:13][C:14]1[CH:19]=[CH:18][C:17]([C@@H:20]2[CH2:22][C@H:21]2[C:23]([N:26]=[N+:27]=[N-:28])=[O:25])=[CH:16][CH:15]=1. The catalyst class is: 95. (3) Reactant: Cl[CH2:2][C:3]1[CH:4]=[N:5][CH:6]=[C:7]([CH:10]=1)[C:8]#[N:9].[NH3:11]. Product: [NH2:11][CH2:2][C:3]1[CH:4]=[N:5][CH:6]=[C:7]([CH:10]=1)[C:8]#[N:9]. The catalyst class is: 5. (4) Reactant: [Cl:1][C:2]1[CH:7]=[C:6]([NH:8][C:9]2[CH:14]=[CH:13][C:12]([F:15])=[CH:11][C:10]=2[F:16])[CH:5]=[CH:4][C:3]=1[C:17]([C:19]1[CH:24]=[C:23]([N+:25]([O-])=O)[CH:22]=[CH:21][C:20]=1[CH3:28])=[O:18].[NH4+].[Cl-]. Product: [NH2:25][C:23]1[CH:22]=[CH:21][C:20]([CH3:28])=[C:19]([C:17]([C:3]2[CH:4]=[CH:5][C:6]([NH:8][C:9]3[CH:14]=[CH:13][C:12]([F:15])=[CH:11][C:10]=3[F:16])=[CH:7][C:2]=2[Cl:1])=[O:18])[CH:24]=1. The catalyst class is: 284. (5) The catalyst class is: 29. Product: [CH3:19][O:18][C:15]1[CH:16]=[CH:17][C:12]([CH2:11][S:9]([C:7]2[CH:6]=[C:5]([O:23][CH3:24])[C:4]([O:25][CH3:26])=[C:3]([O:2][CH3:1])[CH:8]=2)=[O:10])=[CH:13][C:14]=1[NH2:20]. Reactant: [CH3:1][O:2][C:3]1[CH:8]=[C:7]([S:9]([CH2:11][C:12]2[CH:17]=[CH:16][C:15]([O:18][CH3:19])=[C:14]([N+:20]([O-])=O)[CH:13]=2)=[O:10])[CH:6]=[C:5]([O:23][CH3:24])[C:4]=1[O:25][CH3:26]. (6) Reactant: [CH3:1][O:2][CH2:3][CH2:4][O:5][C:6]1[CH:14]=[C:13]2[C:9]([C:10]([C:19](=O)[C:20]3[CH:25]=[CH:24][CH:23]=[C:22]([N+:26]([O-:28])=[O:27])[C:21]=3[CH3:29])=[C:11]([C:15]([O:17]C)=O)[NH:12]2)=[CH:8][CH:7]=1.O.[NH2:32][NH2:33]. Product: [CH3:1][O:2][CH2:3][CH2:4][O:5][C:6]1[CH:7]=[CH:8][C:9]2[C:10]3[C:19]([C:20]4[CH:25]=[CH:24][CH:23]=[C:22]([N+:26]([O-:28])=[O:27])[C:21]=4[CH3:29])=[N:33][NH:32][C:15](=[O:17])[C:11]=3[NH:12][C:13]=2[CH:14]=1. The catalyst class is: 8.